From a dataset of Catalyst prediction with 721,799 reactions and 888 catalyst types from USPTO. Predict which catalyst facilitates the given reaction. (1) Reactant: Br[C:2]1[CH:3]=[C:4]([CH:8]2[O:12][CH2:11][CH2:10][O:9]2)[CH:5]=[CH:6][CH:7]=1.[C:13](B1OC(C)(C)C(C)(C)O1)([CH3:15])=[CH2:14].C(=O)([O-])[O-].[Na+].[Na+].O. Product: [C:13]([C:2]1[CH:3]=[C:4]([CH:8]2[O:12][CH2:11][CH2:10][O:9]2)[CH:5]=[CH:6][CH:7]=1)([CH3:15])=[CH2:14]. The catalyst class is: 564. (2) Reactant: C(OC([N:8]1[CH2:13][CH2:12][NH:11][C@@H:10]([CH2:14][O:15][C:16]2[CH:21]=[CH:20][CH:19]=[CH:18][CH:17]=2)[CH2:9]1)=O)(C)(C)C.Cl. Product: [O:15]([CH2:14][C@H:10]1[CH2:9][NH:8][CH2:13][CH2:12][NH:11]1)[C:16]1[CH:21]=[CH:20][CH:19]=[CH:18][CH:17]=1. The catalyst class is: 169. (3) Product: [Na+:43].[F:21][C:18]1[CH:19]=[CH:20][C:15]([C:14]2[C:13]([C:22]3[CH:27]=[CH:26][CH:25]=[CH:24][CH:23]=3)=[C:12]([C:28](=[O:31])[NH:29][CH3:30])[N:11]([CH:32]([CH3:34])[CH3:33])[C:10]=2[CH2:9][CH2:8][C@@H:7]([OH:35])[CH2:6][C@@H:5]([OH:36])[CH2:4][C:3]([O-:37])=[O:2])=[CH:16][CH:17]=1. The catalyst class is: 100. Reactant: C[O:2][C:3](=[O:37])[CH2:4][C@H:5]([OH:36])[CH2:6][C@H:7]([OH:35])[CH2:8][CH2:9][C:10]1[N:11]([CH:32]([CH3:34])[CH3:33])[C:12]([C:28](=[O:31])[NH:29][CH3:30])=[C:13]([C:22]2[CH:27]=[CH:26][CH:25]=[CH:24][CH:23]=2)[C:14]=1[C:15]1[CH:20]=[CH:19][C:18]([F:21])=[CH:17][CH:16]=1.C(O)C.O.[OH-].[Na+:43].